This data is from Forward reaction prediction with 1.9M reactions from USPTO patents (1976-2016). The task is: Predict the product of the given reaction. (1) Given the reactants C(OC(NC1C(=O)N2C(C)(C(O)=O)CCC2=NC=1)=O)C1C=CC=CC=1.C([O:30][C:31]([C:33]1([CH2:54][CH3:55])[N:37]2[C:38](=[O:53])[C:39]([NH:42][C:43]([O:45][CH2:46][C:47]3[CH:52]=[CH:51][CH:50]=[CH:49][CH:48]=3)=[O:44])=[CH:40][N:41]=[C:36]2[CH2:35][CH2:34]1)=[O:32])(C)(C)C, predict the reaction product. The product is: [CH2:46]([O:45][C:43]([NH:42][C:39]1[C:38](=[O:53])[N:37]2[C:33]([CH2:54][CH3:55])([C:31]([OH:32])=[O:30])[CH2:34][CH2:35][C:36]2=[N:41][CH:40]=1)=[O:44])[C:47]1[CH:48]=[CH:49][CH:50]=[CH:51][CH:52]=1. (2) Given the reactants Br[C:2]1[S:6][C:5]([C:7]2[N:11]3[N:12]=[C:13]([CH3:21])[CH:14]=[C:15]([CH:16]([CH2:19][CH3:20])[CH2:17][CH3:18])[C:10]3=[N:9][C:8]=2[CH3:22])=[C:4]([CH3:23])[CH:3]=1.Cl[C:25]1[CH:30]=[N:29][CH:28]=[CH:27][N:26]=1.C([Li])CCC.C1COCC1, predict the reaction product. The product is: [CH2:17]([CH:16]([C:15]1[C:10]2[N:11]([C:7]([C:5]3[S:6][C:2]([C:25]4[CH:30]=[N:29][CH:28]=[CH:27][N:26]=4)=[CH:3][C:4]=3[CH3:23])=[C:8]([CH3:22])[N:9]=2)[N:12]=[C:13]([CH3:21])[CH:14]=1)[CH2:19][CH3:20])[CH3:18]. (3) Given the reactants [C:1]1([S:7]([C:10]2[CH:11]=[N:12][C:13]3[C:18]([CH:19]=2)=[CH:17][CH:16]=[CH:15][C:14]=3[O:20][CH2:21][CH2:22][N:23]2[CH2:27][CH2:26][CH2:25][CH2:24]2)(=[O:9])=[O:8])[CH:6]=[CH:5][CH:4]=[CH:3][CH:2]=1.[Cl:28]N1C(=O)CCC1=O, predict the reaction product. The product is: [ClH:28].[Cl:28][C:17]1[CH:16]=[CH:15][C:14]([O:20][CH2:21][CH2:22][N:23]2[CH2:27][CH2:26][CH2:25][CH2:24]2)=[C:13]2[C:18]=1[CH:19]=[C:10]([S:7]([C:1]1[CH:2]=[CH:3][CH:4]=[CH:5][CH:6]=1)(=[O:8])=[O:9])[CH:11]=[N:12]2.